This data is from Retrosynthesis with 50K atom-mapped reactions and 10 reaction types from USPTO. The task is: Predict the reactants needed to synthesize the given product. (1) Given the product C(=Cc1ccccc1OCCN1CCOCC1)c1ccccn1, predict the reactants needed to synthesize it. The reactants are: C1COCCN1.ClCCOc1ccccc1C=Cc1ccccn1. (2) Given the product O[C@H]1CO[C@@H]2[C@@H](C(F)F)CN[C@H]12, predict the reactants needed to synthesize it. The reactants are: O=C(OCC1c2ccccc2-c2ccccc21)N1C[C@H](C(F)F)[C@H]2OC[C@H](O)[C@H]21.